Dataset: Peptide-MHC class I binding affinity with 185,985 pairs from IEDB/IMGT. Task: Regression. Given a peptide amino acid sequence and an MHC pseudo amino acid sequence, predict their binding affinity value. This is MHC class I binding data. (1) The peptide sequence is VSFDQNLDY. The MHC is HLA-B57:01 with pseudo-sequence HLA-B57:01. The binding affinity (normalized) is 0.0847. (2) The peptide sequence is ISLSLINSM. The MHC is Mamu-A01 with pseudo-sequence Mamu-A01. The binding affinity (normalized) is 0.304.